From a dataset of Peptide-MHC class II binding affinity with 134,281 pairs from IEDB. Regression. Given a peptide amino acid sequence and an MHC pseudo amino acid sequence, predict their binding affinity value. This is MHC class II binding data. The peptide sequence is EKAGQNIRLSHLTEL. The MHC is DRB1_0101 with pseudo-sequence DRB1_0101. The binding affinity (normalized) is 0.371.